From a dataset of Full USPTO retrosynthesis dataset with 1.9M reactions from patents (1976-2016). Predict the reactants needed to synthesize the given product. (1) Given the product [NH2:20][C:21]1[CH:26]=[CH:25][CH:24]=[CH:23][C:22]=1[NH:27][C:4](=[O:6])[C:3]1[C:7]([NH:11][C:12]2[CH:17]=[CH:16][C:15]([I:18])=[CH:14][C:13]=2[F:19])=[CH:8][N:9]=[CH:10][C:2]=1[F:1], predict the reactants needed to synthesize it. The reactants are: [F:1][C:2]1[CH:10]=[N:9][CH:8]=[C:7]([NH:11][C:12]2[CH:17]=[CH:16][C:15]([I:18])=[CH:14][C:13]=2[F:19])[C:3]=1[C:4]([OH:6])=O.[NH2:20][C:21]1[CH:26]=[CH:25][CH:24]=[CH:23][C:22]=1[NH2:27].CN(C(ON1N=NC2C=CC=NC1=2)=[N+](C)C)C.F[P-](F)(F)(F)(F)F.C(N(CC)C(C)C)(C)C. (2) Given the product [Cl:23][C:24]1[N:25]=[CH:26][NH:27][C:28]=1[C:29]([NH:1][CH2:2][C:3]1[CH:8]=[CH:7][C:6]([CH:9]([F:11])[F:10])=[C:5]([O:12][C:13]2[CH:14]=[C:15]([C:16]#[N:17])[CH:18]=[C:19]([Cl:21])[CH:20]=2)[C:4]=1[F:22])=[O:30], predict the reactants needed to synthesize it. The reactants are: [NH2:1][CH2:2][C:3]1[C:4]([F:22])=[C:5]([O:12][C:13]2[CH:14]=[C:15]([CH:18]=[C:19]([Cl:21])[CH:20]=2)[C:16]#[N:17])[C:6]([CH:9]([F:11])[F:10])=[CH:7][CH:8]=1.[Cl:23][C:24]1[N:25]=[CH:26][N:27](COCC[Si](C)(C)C)[C:28]=1[C:29](O)=[O:30].C(Cl)CCl.C1C=CC2N(O)N=NC=2C=1.C([O-])(O)=O.[Na+].C(O)(C(F)(F)F)=O. (3) Given the product [CH3:23][C:19]1[CH:18]=[C:17]([O:16][C:13]2[CH:14]=[CH:15][C:10]([NH:9][C:4]3[CH:3]=[C:2](/[CH:31]=[CH:30]/[C:24]4[CH:29]=[CH:28][CH:27]=[CH:26][CH:25]=4)[N:7]=[C:6]([NH2:8])[N:5]=3)=[CH:11][CH:12]=2)[CH:22]=[CH:21][N:20]=1, predict the reactants needed to synthesize it. The reactants are: Cl[C:2]1[N:7]=[C:6]([NH2:8])[N:5]=[C:4]([NH:9][C:10]2[CH:15]=[CH:14][C:13]([O:16][C:17]3[CH:22]=[CH:21][N:20]=[C:19]([CH3:23])[CH:18]=3)=[CH:12][CH:11]=2)[CH:3]=1.[C:24]1(/[CH:30]=[CH:31]/B(O)O)[CH:29]=[CH:28][CH:27]=[CH:26][CH:25]=1.